Dataset: Forward reaction prediction with 1.9M reactions from USPTO patents (1976-2016). Task: Predict the product of the given reaction. (1) Given the reactants [Cl:1][C:2]1[CH:3]=[C:4]([OH:11])[CH:5]=[C:6]([F:10])[C:7]=1[CH2:8][OH:9].[CH2:12](Br)[C:13]#[CH:14], predict the reaction product. The product is: [Cl:1][C:2]1[CH:3]=[C:4]([O:11][CH2:14][C:13]#[CH:12])[CH:5]=[C:6]([F:10])[C:7]=1[CH2:8][OH:9]. (2) Given the reactants [F:1][C:2]1[CH:3]=[C:4]2[C:9](=[CH:10][CH:11]=1)[CH2:8][N:7]([CH2:12][CH2:13][CH2:14][NH2:15])[CH:6]([CH2:16][C:17]1[CH:22]=[CH:21][C:20]([F:23])=[CH:19][CH:18]=1)[CH2:5]2.[C:24]([C:27]1[CH:28]=[C:29]([N:33]=[C:34]=[O:35])[CH:30]=[CH:31][CH:32]=1)(=[O:26])[CH3:25], predict the reaction product. The product is: [C:24]([C:27]1[CH:28]=[C:29]([NH:33][C:34]([NH:15][CH2:14][CH2:13][CH2:12][N:7]2[CH:6]([CH2:16][C:17]3[CH:18]=[CH:19][C:20]([F:23])=[CH:21][CH:22]=3)[CH2:5][C:4]3[C:9](=[CH:10][CH:11]=[C:2]([F:1])[CH:3]=3)[CH2:8]2)=[O:35])[CH:30]=[CH:31][CH:32]=1)(=[O:26])[CH3:25]. (3) Given the reactants [F:1][C:2]1[CH:7]=[CH:6][CH:5]=[CH:4][C:3]=1[C:8]1[CH:13]=[CH:12][N:11]=[CH:10][CH:9]=1.[B:14](OC)([O:17]C)[O:15]C, predict the reaction product. The product is: [F:1][C:2]1[C:3]([C:8]2[CH:9]=[CH:10][N:11]=[CH:12][CH:13]=2)=[CH:4][CH:5]=[CH:6][C:7]=1[B:14]([OH:17])[OH:15]. (4) Given the reactants C([O:3][C:4](=O)[CH2:5][CH:6]1[CH2:10][CH2:9][N:8]([C:11]([O:13][C:14]([CH3:17])([CH3:16])[CH3:15])=[O:12])[CH2:7]1)C.[H-].C([Al+]CC(C)C)C(C)C, predict the reaction product. The product is: [O:3]=[CH:4][CH2:5][CH:6]1[CH2:10][CH2:9][N:8]([C:11]([O:13][C:14]([CH3:17])([CH3:16])[CH3:15])=[O:12])[CH2:7]1.